From a dataset of Forward reaction prediction with 1.9M reactions from USPTO patents (1976-2016). Predict the product of the given reaction. (1) Given the reactants C(O)(=O)C.[BH4-].[Na+].[C:7]1([C@@H:13]([NH:15][C:16]2[CH2:21][CH2:20][CH2:19][CH2:18][C:17]=2[C:22]([O:24][CH2:25][CH3:26])=[O:23])[CH3:14])[CH:12]=[CH:11][CH:10]=[CH:9][CH:8]=1, predict the reaction product. The product is: [C:7]1([C@@H:13]([NH:15][C@H:16]2[CH2:21][CH2:20][CH2:19][CH2:18][C@H:17]2[C:22]([O:24][CH2:25][CH3:26])=[O:23])[CH3:14])[CH:8]=[CH:9][CH:10]=[CH:11][CH:12]=1. (2) Given the reactants [C:1]1([NH:7][C:8](=[O:15])[C:9]2[CH:14]=[CH:13][N:12]=[CH:11][CH:10]=2)[CH:6]=[CH:5][CH:4]=[CH:3][CH:2]=1.[Li]CCCC.[Br:21]CCBr.CO, predict the reaction product. The product is: [C:1]1([NH:7][C:8](=[O:15])[C:9]2[CH:14]=[CH:13][N:12]=[CH:11][C:10]=2[Br:21])[CH:6]=[CH:5][CH:4]=[CH:3][CH:2]=1. (3) Given the reactants [F:1][C:2]1[CH:11]=[C:10]([C:12]([NH:14][N:15]=[C:16]([C:18]2[C:22]([OH:23])=[C:21]([C:24]3[CH:29]=[CH:28][C:27]([C:30]([CH3:33])([CH3:32])[CH3:31])=[CH:26][CH:25]=3)[S:20][CH:19]=2)[CH3:17])=[O:13])[CH:9]=[CH:8][C:3]=1[C:4]([O:6]C)=[O:5].[OH-].[Na+], predict the reaction product. The product is: [F:1][C:2]1[CH:11]=[C:10]([C:12]([NH:14][N:15]=[C:16]([C:18]2[C:22]([OH:23])=[C:21]([C:24]3[CH:25]=[CH:26][C:27]([C:30]([CH3:33])([CH3:32])[CH3:31])=[CH:28][CH:29]=3)[S:20][CH:19]=2)[CH3:17])=[O:13])[CH:9]=[CH:8][C:3]=1[C:4]([OH:6])=[O:5]. (4) Given the reactants [CH3:17][C:9]1[CH:10]=[CH:11][CH:12]=[C:13]([N+]([O-])=O)[C:8]=1C(OC(=O)[C:8]1[C:13]([N+]([O-])=O)=[CH:12][CH:11]=[CH:10][C:9]=1[CH3:17])=O.O[C@H:27](/[CH:73]=[CH:74]/[CH2:75][CH2:76][S:77]C(C1C=CC=CC=1)(C1C=CC=CC=1)C1C=CC=CC=1)[CH2:28][C:29]([NH:31][C@H:32]([CH3:72])[C:33]([NH:35][C@H:36]([CH2:51][S:52][C:53]([C:66]1[CH:71]=[CH:70][CH:69]=[CH:68][CH:67]=1)([C:60]1[CH:65]=[CH:64][CH:63]=[CH:62][CH:61]=1)[C:54]1[CH:59]=[CH:58][CH:57]=[CH:56][CH:55]=1)[C:37]([NH:39][C@H:40]([CH:48]([CH3:50])[CH3:49])[C:41]([NH:43][CH2:44][C:45]([OH:47])=[O:46])=[O:42])=[O:38])=[O:34])=[O:30].Cl, predict the reaction product. The product is: [CH:48]([C@H:40]1[NH:39][C:37](=[O:38])[C@@H:36]([CH2:51][S:52][C:53]([C:54]2[CH:55]=[CH:56][CH:57]=[CH:58][CH:59]=2)([C:66]2[CH:67]=[CH:68][CH:69]=[CH:70][CH:71]=2)[C:60]2[CH:65]=[CH:64][CH:63]=[CH:62][CH:61]=2)[NH:35][C:33](=[O:34])[C@@H:32]([CH3:72])[NH:31][C:29](=[O:30])[CH2:28][C@@H:27](/[CH:73]=[CH:74]/[CH2:75][CH2:76][S:77][C:17]([C:9]2[CH:8]=[CH:13][CH:12]=[CH:11][CH:10]=2)([C:8]2[CH:13]=[CH:12][CH:11]=[CH:10][CH:9]=2)[C:9]2[CH:10]=[CH:11][CH:12]=[CH:13][CH:8]=2)[O:46][C:45](=[O:47])[CH2:44][NH:43][C:41]1=[O:42])([CH3:49])[CH3:50]. (5) Given the reactants [NH2:1][CH2:2][C:3]([CH3:6])([OH:5])[CH3:4].C(O)(=O)C.[C:11]([N:18]1[CH2:24][CH2:23][CH2:22][C@H:19]1[CH:20]=O)([O:13][C:14]([CH3:17])([CH3:16])[CH3:15])=[O:12].C([BH3-])#N.[Na+].C([O-])(O)=O.[Na+], predict the reaction product. The product is: [C:14]([O:13][C:11]([N:18]1[CH2:24][CH2:23][CH2:22][C@H:19]1[CH2:20][NH:1][CH2:2][C:3]([OH:5])([CH3:6])[CH3:4])=[O:12])([CH3:17])([CH3:15])[CH3:16]. (6) The product is: [CH3:42][O:41][C:34]1[CH:35]=[C:36]([O:39][CH3:40])[CH:37]=[CH:38][C:33]=1[C:31](=[O:32])[CH2:30][N:9]1[C:10](=[O:11])[C:5]2[CH:4]=[C:3]([CH2:1][CH3:2])[S:28][C:6]=2[N:7]([CH2:13][C:14]2[CH:19]=[CH:18][C:17]([C:20]3[C:21]([C:26]#[N:27])=[CH:22][CH:23]=[CH:24][CH:25]=3)=[CH:16][CH:15]=2)[C:8]1=[O:12]. Given the reactants [CH2:1]([C:3]1[S:28][C:6]2[N:7]([CH2:13][C:14]3[CH:19]=[CH:18][C:17]([C:20]4[C:21]([C:26]#[N:27])=[CH:22][CH:23]=[CH:24][CH:25]=4)=[CH:16][CH:15]=3)[C:8](=[O:12])[NH:9][C:10](=[O:11])[C:5]=2[CH:4]=1)[CH3:2].Br[CH2:30][C:31]([C:33]1[CH:38]=[CH:37][C:36]([O:39][CH3:40])=[CH:35][C:34]=1[O:41][CH3:42])=[O:32].CN(C)C=O.[H-].[Na+], predict the reaction product. (7) Given the reactants [NH2:1][C:2]1[CH:3]=[CH:4][C:5](/[CH:13]=[CH:14]/[C:15]2[CH:20]=[CH:19][CH:18]=[CH:17][CH:16]=2)=[C:6]2[C:10]=1[C:9](=[O:11])[N:8]([CH3:12])[CH2:7]2.[C:21]([O:25][C:26](O[C:26]([O:25][C:21]([CH3:24])([CH3:23])[CH3:22])=[O:27])=[O:27])([CH3:24])([CH3:23])[CH3:22], predict the reaction product. The product is: [CH3:12][N:8]1[C:9](=[O:11])[C:10]2[C:6](=[C:5](/[CH:13]=[CH:14]/[C:15]3[CH:16]=[CH:17][CH:18]=[CH:19][CH:20]=3)[CH:4]=[CH:3][C:2]=2[NH:1][C:26](=[O:27])[O:25][C:21]([CH3:24])([CH3:23])[CH3:22])[CH2:7]1.